The task is: Predict the product of the given reaction.. This data is from Forward reaction prediction with 1.9M reactions from USPTO patents (1976-2016). (1) Given the reactants [C:1]([O:5][C:6]([N:8]1[CH2:13][CH2:12][N:11]([C:14]2[CH:23]=[CH:22][CH:21]=[C:20]3[C:15]=2[CH2:16][CH2:17][NH:18][CH2:19]3)[CH2:10][CH2:9]1)=[O:7])([CH3:4])([CH3:3])[CH3:2].[C:24]1([S:30](Cl)(=[O:32])=[O:31])[CH:29]=[CH:28][CH:27]=[CH:26][CH:25]=1.C(=O)([O-])[O-].[Na+].[Na+], predict the reaction product. The product is: [C:1]([O:5][C:6]([N:8]1[CH2:13][CH2:12][N:11]([C:14]2[CH:23]=[CH:22][CH:21]=[C:20]3[C:15]=2[CH2:16][CH2:17][N:18]([S:30]([C:24]2[CH:29]=[CH:28][CH:27]=[CH:26][CH:25]=2)(=[O:32])=[O:31])[CH2:19]3)[CH2:10][CH2:9]1)=[O:7])([CH3:4])([CH3:2])[CH3:3]. (2) Given the reactants [F:1][C:2]1[CH:18]=[CH:17][C:5]([O:6][C:7]2[CH:15]=[CH:14][CH:13]=[C:12]([CH3:16])[C:8]=2[C:9]([OH:11])=[O:10])=[CH:4][CH:3]=1.[CH3:19]OS(OC)(=O)=O.C([O-])([O-])=O.[K+].[K+], predict the reaction product. The product is: [CH3:19][O:10][C:9](=[O:11])[C:8]1[C:12]([CH3:16])=[CH:13][CH:14]=[CH:15][C:7]=1[O:6][C:5]1[CH:17]=[CH:18][C:2]([F:1])=[CH:3][CH:4]=1. (3) The product is: [CH2:1]([CH:4]1[N:8]([CH3:22])[C:7](=[O:9])[N:6]([C:10]2[CH:15]=[C:14]([C:16]([F:17])([F:19])[F:18])[CH:13]=[CH:12][N:11]=2)[C:5]1=[O:20])[CH:2]=[CH2:3]. Given the reactants [CH2:1]([CH:4]1[NH:8][C:7](=[O:9])[N:6]([C:10]2[CH:15]=[C:14]([C:16]([F:19])([F:18])[F:17])[CH:13]=[CH:12][N:11]=2)[C:5]1=[O:20])[CH:2]=[CH2:3].[Li+].[CH3:22][Si]([N-][Si](C)(C)C)(C)C.IC, predict the reaction product. (4) Given the reactants C(Cl)(Cl)[Cl:2].[S:5]1[C:9]([CH2:10][NH:11][CH:12]2[CH2:17][CH2:16][N:15]([CH2:18][CH2:19][N:20]3[C:29]4[C:24](=[CH:25][CH:26]=[C:27]([O:30][CH3:31])[CH:28]=4)[N:23]=[CH:22][C:21]3=[O:32])[CH2:14][CH2:13]2)=[CH:8][C:7]2[CH:33]=[CH:34][CH:35]=[CH:36][C:6]1=2.Cl.C(OCC)(=O)C, predict the reaction product. The product is: [ClH:2].[S:5]1[C:9]([CH2:10][NH:11][CH:12]2[CH2:17][CH2:16][N:15]([CH2:18][CH2:19][N:20]3[C:29]4[C:24](=[CH:25][CH:26]=[C:27]([O:30][CH3:31])[CH:28]=4)[N:23]=[CH:22][C:21]3=[O:32])[CH2:14][CH2:13]2)=[CH:8][C:7]2[CH:33]=[CH:34][CH:35]=[CH:36][C:6]1=2. (5) Given the reactants [NH:1]1[C:5]2=[N:6][CH:7]=[CH:8][CH:9]=[C:4]2[C:3]([C:10]([O:12][CH3:13])=[O:11])=[N:2]1.[Br:14][C:15]1[CH:16]=[C:17](B(O)O)[CH:18]=[CH:19][CH:20]=1, predict the reaction product. The product is: [Br:14][C:15]1[CH:20]=[C:19]([N:1]2[C:5]3=[N:6][CH:7]=[CH:8][CH:9]=[C:4]3[C:3]([C:10]([O:12][CH3:13])=[O:11])=[N:2]2)[CH:18]=[CH:17][CH:16]=1. (6) Given the reactants [NH2:1][C:2]1[N:7]([CH3:8])[C:6](=[O:9])[CH:5]=[C:4]([CH2:10][CH2:11][C:12]2[CH:17]=[CH:16][CH:15]=[C:14](Br)[CH:13]=2)[N:3]=1.[CH:19]1[C:28]2[C:19](=[CH:20][CH:21]=CC=2)[CH:28]=[CH:21][C:20]=1CCC(=O)CC(OCC)=O, predict the reaction product. The product is: [NH2:1][C:2]1[N:7]([CH3:8])[C:6](=[O:9])[CH:5]=[C:4]([CH2:10][CH2:11][C:12]2[CH:17]=[CH:16][C:15]3[C:14](=[CH:28][CH:19]=[CH:20][CH:21]=3)[CH:13]=2)[N:3]=1.